From a dataset of Catalyst prediction with 721,799 reactions and 888 catalyst types from USPTO. Predict which catalyst facilitates the given reaction. Reactant: [C:1]([O:5][C:6]([NH:8][C:9]1([C:13]([OH:15])=O)[CH2:12][CH2:11][CH2:10]1)=[O:7])([CH3:4])([CH3:3])[CH3:2].CN(C(ON1N=NC2C=CC=NC1=2)=[N+](C)C)C.F[P-](F)(F)(F)(F)F.[CH3:40][C:41]1[CH:42]=[C:43]([CH:48]2[CH2:53][NH:52][CH2:51][CH:50]([NH:54][C:55](=[O:62])[C:56]3[CH:61]=[CH:60][CH:59]=[CH:58][CH:57]=3)[CH2:49]2)[CH:44]=[CH:45][C:46]=1[CH3:47]. Product: [CH3:40][C:41]1[CH:42]=[C:43]([CH:48]2[CH2:49][CH:50]([NH:54][C:55]([C:56]3[CH:57]=[CH:58][CH:59]=[CH:60][CH:61]=3)=[O:62])[CH2:51][N:52]([C:13]([C:9]3([NH:8][C:6](=[O:7])[O:5][C:1]([CH3:2])([CH3:3])[CH3:4])[CH2:10][CH2:11][CH2:12]3)=[O:15])[CH2:53]2)[CH:44]=[CH:45][C:46]=1[CH3:47]. The catalyst class is: 456.